Dataset: Forward reaction prediction with 1.9M reactions from USPTO patents (1976-2016). Task: Predict the product of the given reaction. (1) Given the reactants I[C:2]1[CH:3]=[N:4][N:5]([CH2:7][CH2:8][O:9][CH:10]2[CH2:15][CH2:14][CH2:13][CH2:12][O:11]2)[CH:6]=1.[C:16]([C:20]1[CH:21]=[C:22]([NH2:25])[NH:23][N:24]=1)([CH3:19])([CH3:18])[CH3:17].C([O-])([O-])=O.[K+].[K+].CN(C)[C@@H]1CCCC[C@H]1N, predict the reaction product. The product is: [C:16]([C:20]1[CH:21]=[C:22]([NH2:25])[N:23]([C:2]2[CH:3]=[N:4][N:5]([CH2:7][CH2:8][O:9][CH:10]3[CH2:15][CH2:14][CH2:13][CH2:12][O:11]3)[CH:6]=2)[N:24]=1)([CH3:19])([CH3:18])[CH3:17]. (2) Given the reactants Br[C:2]1[CH:7]=[CH:6][C:5]([C:8]2[O:12][N:11]=[C:10]([CH3:13])[C:9]=2[C:14]([OH:16])=[O:15])=[CH:4][CH:3]=1.[CH2:17]([O:19][C:20](=[O:37])[CH2:21][C:22]1[CH:27]=[CH:26][C:25](B2OC(C)(C)C(C)(C)O2)=[CH:24][CH:23]=1)[CH3:18].C(=O)(O)[O-].[Na+], predict the reaction product. The product is: [CH2:17]([O:19][C:20]([CH2:21][C:22]1[CH:27]=[CH:26][C:25]([C:2]2[CH:7]=[CH:6][C:5]([C:8]3[O:12][N:11]=[C:10]([CH3:13])[C:9]=3[C:14]([OH:16])=[O:15])=[CH:4][CH:3]=2)=[CH:24][CH:23]=1)=[O:37])[CH3:18]. (3) Given the reactants [NH2:1][C:2]1[CH:7]=[CH:6][C:5](B2OC(C)(C)C(C)(C)O2)=[CH:4][C:3]=1[Cl:17].Br[C:19]1[CH:20]=[N:21][CH:22]=[N:23][CH:24]=1.C(=O)([O-])[O-].[Na+].[Na+], predict the reaction product. The product is: [Cl:17][C:3]1[CH:4]=[C:5]([C:19]2[CH:20]=[N:21][CH:22]=[N:23][CH:24]=2)[CH:6]=[CH:7][C:2]=1[NH2:1]. (4) Given the reactants [Si]([O:18][CH2:19][CH2:20][CH:21]1[N:26]([C:27]([C:29]2[CH:30]=[C:31]([O:47][CH3:48])[C:32]3[O:36][C:35]([NH:37][CH2:38][C:39]4[CH:44]=[C:43]([Cl:45])[CH:42]=[CH:41][N:40]=4)=[N:34][C:33]=3[CH:46]=2)=[O:28])[CH2:25][CH:24]([CH3:49])[O:23][CH2:22]1)(C(C)(C)C)(C1C=CC=CC=1)C1C=CC=CC=1.[F-].C([N+](CCCC)(CCCC)CCCC)CCC, predict the reaction product. The product is: [Cl:45][C:43]1[CH:42]=[CH:41][N:40]=[C:39]([CH2:38][NH:37][C:35]2[O:36][C:32]3[C:31]([O:47][CH3:48])=[CH:30][C:29]([C:27]([N:26]4[CH:21]([CH2:20][CH2:19][OH:18])[CH2:22][O:23][CH:24]([CH3:49])[CH2:25]4)=[O:28])=[CH:46][C:33]=3[N:34]=2)[CH:44]=1. (5) Given the reactants [F:1][C:2]1[CH:10]=[CH:9][CH:8]=[C:7]([C:11]2[N:16]=[CH:15][CH:14]=[CH:13][N:12]=2)[C:3]=1[C:4]([OH:6])=O.ClC1N=C(OC)N=C(OC)N=1.CN1CCOCC1.[CH3:35][C@@H:36]1[CH2:41][CH2:40][CH2:39][NH:38][C@@H:37]1[CH2:42][N:43]1[C:51](=[O:52])[C:50]2[C:45](=[CH:46][CH:47]=[CH:48][CH:49]=2)[C:44]1=[O:53], predict the reaction product. The product is: [F:1][C:2]1[CH:10]=[CH:9][CH:8]=[C:7]([C:11]2[N:16]=[CH:15][CH:14]=[CH:13][N:12]=2)[C:3]=1[C:4]([N:38]1[CH2:39][CH2:40][CH2:41][C@@H:36]([CH3:35])[C@H:37]1[CH2:42][N:43]1[C:51](=[O:52])[C:50]2[C:45](=[CH:46][CH:47]=[CH:48][CH:49]=2)[C:44]1=[O:53])=[O:6]. (6) Given the reactants C[O:2][C:3](=[O:39])[C:4]1[CH:9]=[CH:8][C:7]([CH2:10][O:11][C:12]2[CH:17]=[C:16]([Cl:18])[CH:15]=[CH:14][C:13]=2[O:19][CH2:20][C:21]([N:23]2[CH2:28][C@H:27]([CH3:29])[N:26]([CH2:30][C:31]3[CH:36]=[CH:35][C:34]([F:37])=[CH:33][CH:32]=3)[CH2:25][C@H:24]2[CH3:38])=[O:22])=[N:6][CH:5]=1.O1CCCC1.O.[OH-].[Li+].Cl, predict the reaction product. The product is: [Cl:18][C:16]1[CH:15]=[CH:14][C:13]([O:19][CH2:20][C:21]([N:23]2[CH2:28][C@H:27]([CH3:29])[N:26]([CH2:30][C:31]3[CH:32]=[CH:33][C:34]([F:37])=[CH:35][CH:36]=3)[CH2:25][C@H:24]2[CH3:38])=[O:22])=[C:12]([CH:17]=1)[O:11][CH2:10][C:7]1[CH:8]=[CH:9][C:4]([C:3]([OH:39])=[O:2])=[CH:5][N:6]=1. (7) Given the reactants [F:1][C:2]1([F:23])[C:7](=[O:8])[N:6]([CH3:9])[C:5]2[CH:10]=[CH:11][C:12]([N:14]3[CH2:18][C@H:17]([C:19](N)=[O:20])[O:16][C:15]3=[O:22])=[CH:13][C:4]=2[O:3]1.O(S(C(F)(F)F)(=O)=O)[Li].[CH3:33][O:34]C(=O)[C@@H]1OC1.C1N=CN(C(N2C=NC=C2)=O)C=1, predict the reaction product. The product is: [CH3:33][O:34][C:19]([C@@H:17]1[O:16][C:15](=[O:22])[N:14]([C:12]2[CH:11]=[CH:10][C:5]3[N:6]([CH3:9])[C:7](=[O:8])[C:2]([F:1])([F:23])[O:3][C:4]=3[CH:13]=2)[CH2:18]1)=[O:20]. (8) Given the reactants C(OC(N1CCN([CH2:14][CH2:15][NH:16][C@:17]23[CH2:51][CH2:50][C@@H:49]([C:52]([CH3:54])=[CH2:53])[C@@H:18]2[C@@H:19]2[C@@:32]([CH3:35])([CH2:33][CH2:34]3)[C@@:31]3([CH3:36])[C@@H:22]([C@:23]4([CH3:48])[C@@H:28]([CH2:29][CH2:30]3)[C:27]([CH3:38])([CH3:37])[C:26]([C:39]3[CH:47]=[CH:46][C:42]([C:43]([OH:45])=[O:44])=[CH:41][CH:40]=3)=[CH:25][CH2:24]4)[CH2:21][CH2:20]2)CC1)=O)(C)(C)C.[CH3:55][S:56]([CH:59]1[CH2:64][CH2:63][NH:62][CH2:61][CH2:60]1)(=[O:58])=[O:57], predict the reaction product. The product is: [CH3:35][C@:32]12[C@@:31]3([CH3:36])[C@@H:22]([C@:23]4([CH3:48])[C@@H:28]([CH2:29][CH2:30]3)[C:27]([CH3:37])([CH3:38])[C:26]([C:39]3[CH:40]=[CH:41][C:42]([C:43]([OH:45])=[O:44])=[CH:46][CH:47]=3)=[CH:25][CH2:24]4)[CH2:21][CH2:20][C@@H:19]1[C@H:18]1[C@H:49]([C:52]([CH3:54])=[CH2:53])[CH2:50][CH2:51][C@:17]1([NH:16][CH2:15][CH2:14][N:62]1[CH2:63][CH2:64][CH:59]([S:56]([CH3:55])(=[O:58])=[O:57])[CH2:60][CH2:61]1)[CH2:34][CH2:33]2. (9) Given the reactants I[C:2]1[N:3]=[CH:4][N:5]([C:7]([C:20]2[CH:25]=[CH:24][CH:23]=[CH:22][CH:21]=2)([C:14]2[CH:19]=[CH:18][CH:17]=[CH:16][CH:15]=2)[C:8]2[CH:13]=[CH:12][CH:11]=[CH:10][CH:9]=2)[CH:6]=1.C([Mg]Br)C.[CH3:30][C:31]1[N:36]=[C:35]([CH:37]=[O:38])[CH:34]=[CH:33][CH:32]=1, predict the reaction product. The product is: [CH3:30][C:31]1[N:36]=[C:35]([CH:37]([C:2]2[N:3]=[CH:4][N:5]([C:7]([C:14]3[CH:19]=[CH:18][CH:17]=[CH:16][CH:15]=3)([C:8]3[CH:9]=[CH:10][CH:11]=[CH:12][CH:13]=3)[C:20]3[CH:25]=[CH:24][CH:23]=[CH:22][CH:21]=3)[CH:6]=2)[OH:38])[CH:34]=[CH:33][CH:32]=1. (10) Given the reactants [CH:1]1([C:4]2[NH:8][C:7]3[CH:9]=[C:10]([C:14]4[C:15]([CH3:20])=[N:16][O:17][C:18]=4[CH3:19])[CH:11]=[C:12](I)[C:6]=3[N:5]=2)[CH2:3][CH2:2]1.B1(/C(/CC)=C/CC)O[C:28]2[C:23](=[CH:24][CH:25]=[CH:26][CH:27]=2)O1.C(=O)([O-])[O-].[Cs+].[Cs+], predict the reaction product. The product is: [CH:1]1([C:4]2[NH:8][C:7]3[CH:9]=[C:10]([C:14]4[C:15]([CH3:20])=[N:16][O:17][C:18]=4[CH3:19])[CH:11]=[C:12](/[C:23](=[CH:24]/[CH2:25][CH3:26])/[CH2:28][CH3:27])[C:6]=3[N:5]=2)[CH2:3][CH2:2]1.